This data is from Forward reaction prediction with 1.9M reactions from USPTO patents (1976-2016). The task is: Predict the product of the given reaction. (1) Given the reactants [CH2:1]([C:3]1[N:8]=[C:7]([NH2:9])[CH:6]=[CH:5][CH:4]=1)[CH3:2].[C:10](=[O:13])(O)[OH:11].[C:14]1(Cl)[CH:19]=[CH:18][CH:17]=[CH:16][CH:15]=1.[OH-].[Na+], predict the reaction product. The product is: [CH2:1]([C:3]1[N:8]=[C:7]([NH:9][C:10](=[O:13])[O:11][C:14]2[CH:19]=[CH:18][CH:17]=[CH:16][CH:15]=2)[CH:6]=[CH:5][CH:4]=1)[CH3:2]. (2) Given the reactants [CH:1]1(/[C:4](=[N:15]\[O:16][CH3:17])/[CH2:5][O:6][C:7]2[CH:12]=[CH:11][C:10]([CH2:13][OH:14])=[CH:9][CH:8]=2)[CH2:3][CH2:2]1.[C:18]([CH:20]([C:26]1[CH:31]=[CH:30][C:29](O)=[CH:28][CH:27]=1)[CH2:21][C:22]([O:24]C)=[O:23])#[N:19], predict the reaction product. The product is: [C:18]([CH:20]([C:26]1[CH:31]=[CH:30][C:29]([O:14][CH2:13][C:10]2[CH:11]=[CH:12][C:7]([O:6][CH2:5]/[C:4](/[CH:1]3[CH2:3][CH2:2]3)=[N:15]/[O:16][CH3:17])=[CH:8][CH:9]=2)=[CH:28][CH:27]=1)[CH2:21][C:22]([OH:24])=[O:23])#[N:19]. (3) The product is: [CH3:14][C:11]1[C:12]([Cl:13])=[C:7]([CH3:6])[CH:8]=[C:9]([OH:15])[CH:10]=1.[C:1]([O:4][OH:5])(=[O:3])[CH3:2].[OH:4][OH:5]. Given the reactants [C:1]([O:4][OH:5])(=[O:3])[CH3:2].[CH3:6][C:7]1[C:12]([Cl:13])=[C:11]([CH3:14])[CH:10]=[C:9]([OH:15])[CH:8]=1, predict the reaction product. (4) Given the reactants O.[C:2]1(C)C=CC(S(O)(=O)=O)=C[CH:3]=1.C[O:14][CH:15](OC)[C:16]1[C:40]([O:41][CH2:42]OC)=[C:39]([C:45]([F:48])([F:47])[F:46])[CH:38]=[CH:37][C:17]=1[CH2:18][O:19][C:20]1[CH:25]=[CH:24][C:23]([C:26]2[CH:31]=[CH:30][C:29]([CH2:32][C:33]([O:35][CH3:36])=[O:34])=[CH:28][CH:27]=2)=[CH:22][CH:21]=1.C(=O)([O-])[O-].[K+].[K+].C(Br)C=C, predict the reaction product. The product is: [CH2:42]([O:41][C:40]1[C:16]([CH:15]=[O:14])=[C:17]([CH:37]=[CH:38][C:39]=1[C:45]([F:46])([F:47])[F:48])[CH2:18][O:19][C:20]1[CH:21]=[CH:22][C:23]([C:26]2[CH:27]=[CH:28][C:29]([CH2:32][C:33]([O:35][CH3:36])=[O:34])=[CH:30][CH:31]=2)=[CH:24][CH:25]=1)[CH:2]=[CH2:3]. (5) Given the reactants [C:1]([O:5][C:6]([NH:8][C@H:9]1[CH2:14][CH2:13][CH2:12][CH2:11][C@H:10]1[NH:15][C:16]1[N:21]=[C:20](Cl)[C:19]2[C:23](=[O:33])[N:24]([C:26]([O:28][C:29]([CH3:32])([CH3:31])[CH3:30])=[O:27])[CH2:25][C:18]=2[C:17]=1[F:34])=[O:7])([CH3:4])([CH3:3])[CH3:2].[CH3:35][N:36]1[C:40]2[S:41][C:42]([Sn](CCCC)(CCCC)CCCC)=[CH:43][C:39]=2[C:38]([CH3:57])=[N:37]1, predict the reaction product. The product is: [C:1]([O:5][C:6]([NH:8][C@H:9]1[CH2:14][CH2:13][CH2:12][CH2:11][C@H:10]1[NH:15][C:16]1[N:21]=[C:20]([C:42]2[S:41][C:40]3[N:36]([CH3:35])[N:37]=[C:38]([CH3:57])[C:39]=3[CH:43]=2)[C:19]2[C:23](=[O:33])[N:24]([C:26]([O:28][C:29]([CH3:32])([CH3:31])[CH3:30])=[O:27])[CH2:25][C:18]=2[C:17]=1[F:34])=[O:7])([CH3:4])([CH3:3])[CH3:2]. (6) Given the reactants [NH2:1][C:2]1[N:7]=[CH:6][N:5]=[C:4]2[N:8]([CH:12]3[CH2:17][CH2:16][N:15](C(OC(C)(C)C)=O)[CH2:14][CH2:13]3)[N:9]=[C:10]([I:11])[C:3]=12.Cl.[OH-].[Na+], predict the reaction product. The product is: [I:11][C:10]1[C:3]2[C:4](=[N:5][CH:6]=[N:7][C:2]=2[NH2:1])[N:8]([CH:12]2[CH2:17][CH2:16][NH:15][CH2:14][CH2:13]2)[N:9]=1. (7) Given the reactants [CH2:1]([NH:8][C:9](=[O:17])[C:10]1[CH:15]=[CH:14][N:13]=[C:12](Cl)[CH:11]=1)[C:2]1[CH:7]=[CH:6][CH:5]=[CH:4][CH:3]=1.[NH:18]1[CH2:23][CH2:22][CH2:21][CH2:20][C:19]1=[O:24].CC(C)([O-])C.[Na+], predict the reaction product. The product is: [CH2:1]([NH:8][C:9](=[O:17])[C:10]1[CH:15]=[CH:14][N:13]=[C:12]([N:18]2[CH2:23][CH2:22][CH2:21][CH2:20][C:19]2=[O:24])[CH:11]=1)[C:2]1[CH:7]=[CH:6][CH:5]=[CH:4][CH:3]=1. (8) Given the reactants C(OC(=O)NC1(C2C=CC(NC3C([N+]([O-])=O)=CC=C(C4C=CC=CC=4)N=3)=CC=2)CCC1)(C)(C)C.[Pd:35].C(OC(=O)[NH:42][C:43]1([C:47]2[CH:52]=[CH:51][C:50]([N:53]3[C:57]4=[N:58][C:59]([C:62]5[CH:67]=[CH:66][CH:65]=[CH:64][CH:63]=5)=[CH:60][CH:61]=[C:56]4[N:55]=[C:54]3[C:68]3[C:69]([NH2:74])=[N:70][CH:71]=[CH:72][CH:73]=3)=[CH:49][CH:48]=2)[CH2:46][CH2:45][CH2:44]1)(C)(C)C, predict the reaction product. The product is: [NH2:42][C:43]1([C:47]2[CH:52]=[CH:51][C:50]([N:53]3[C:57]4=[N:58][C:59]([C:62]5[CH:67]=[CH:66][CH:65]=[CH:64][CH:63]=5)=[CH:60][CH:61]=[C:56]4[N:55]=[C:54]3[C:68]3[C:69]([NH2:74])=[N:70][CH:71]=[CH:72][CH:73]=3)=[CH:49][CH:48]=2)[CH2:44][CH2:45][CH2:46]1.[Pd:35]. (9) The product is: [CH2:14]([O:13][P:12]([CH2:2][C:3]1[CH:10]=[CH:9][C:6]([C:7]#[N:8])=[C:5]([F:11])[CH:4]=1)(=[O:19])[O:16][CH2:17][CH3:18])[CH3:15]. Given the reactants Br[CH2:2][C:3]1[CH:10]=[CH:9][C:6]([C:7]#[N:8])=[C:5]([F:11])[CH:4]=1.[P:12]([O:19]CC)([O:16][CH2:17][CH3:18])[O:13][CH2:14][CH3:15], predict the reaction product.